Predict which catalyst facilitates the given reaction. From a dataset of Catalyst prediction with 721,799 reactions and 888 catalyst types from USPTO. (1) Reactant: C1C2C(COC(=O)[NH:17][CH:18]([C:31]([O:33][CH2:34][CH2:35][CH2:36][CH2:37][O:38][N+:39]([O-:41])=[O:40])=[O:32])[CH2:19][CH2:20][CH2:21][CH2:22][NH:23][C:24](=[O:30])[O:25][C:26]([CH3:29])([CH3:28])[CH3:27])C3C(=CC=CC=3)C=2C=CC=1.N1CCCCC1. Product: [NH2:17][C@@H:18]([CH2:19][CH2:20][CH2:21][CH2:22][NH:23][C:24]([O:25][C:26]([CH3:29])([CH3:28])[CH3:27])=[O:30])[C:31]([O:33][CH2:34][CH2:35][CH2:36][CH2:37][O:38][N+:39]([O-:41])=[O:40])=[O:32]. The catalyst class is: 23. (2) Reactant: [Cl:1][C:2]1[CH:3]=C([CH:7]=[C:8]([N:10]2[CH2:15][CH2:14][N:13]([CH3:16])[CH2:12][CH2:11]2)[CH:9]=1)C#N.[OH-:17].[Na+].[CH2:19]([OH:21])[CH3:20]. Product: [Cl:1][C:2]1[CH:3]=[C:20]([CH:7]=[C:8]([N:10]2[CH2:15][CH2:14][N:13]([CH3:16])[CH2:12][CH2:11]2)[CH:9]=1)[C:19]([OH:17])=[O:21]. The catalyst class is: 33. (3) Reactant: [CH2:1]([N:3]([CH3:21])[CH2:4][CH2:5][CH2:6][C:7]1[CH:12]=[CH:11][C:10]([NH2:13])=[C:9]([N:14]2[CH2:19][CH2:18][CH:17]([CH3:20])[CH2:16][CH2:15]2)[CH:8]=1)[CH3:2].CCN(C(C)C)C(C)C.[C:31]([C:33]1[O:37][C:36]([C:38](Cl)=[O:39])=[CH:35][CH:34]=1)#[N:32]. Product: [CH2:1]([N:3]([CH3:21])[CH2:4][CH2:5][CH2:6][C:7]1[CH:12]=[CH:11][C:10]([NH:13][C:38]([C:36]2[O:37][C:33]([C:31]#[N:32])=[CH:34][CH:35]=2)=[O:39])=[C:9]([N:14]2[CH2:19][CH2:18][CH:17]([CH3:20])[CH2:16][CH2:15]2)[CH:8]=1)[CH3:2]. The catalyst class is: 2. (4) Reactant: Cl.[F:2][C:3]([F:14])([F:13])[C:4]1[CH:9]=[CH:8][C:7]([C:10](=[NH:12])[NH2:11])=[CH:6][CH:5]=1.[Cl:15][C:16]([SH:19])(Cl)Cl.[OH-].[Na+]. Product: [Cl:15][C:16]1[S:19][N:11]=[C:10]([C:7]2[CH:6]=[CH:5][C:4]([C:3]([F:13])([F:14])[F:2])=[CH:9][CH:8]=2)[N:12]=1. The catalyst class is: 46.